From a dataset of Full USPTO retrosynthesis dataset with 1.9M reactions from patents (1976-2016). Predict the reactants needed to synthesize the given product. Given the product [N+:10]([C:5]1[CH:6]=[CH:7][CH:8]=[CH:9][C:4]=1[CH2:3][CH2:2][NH:13][CH:14]1[CH2:19][CH2:18][N:17]([CH2:20][C:21]2[CH:26]=[CH:25][CH:24]=[CH:23][CH:22]=2)[CH2:16][CH2:15]1)([O-:12])=[O:11], predict the reactants needed to synthesize it. The reactants are: Br[CH2:2][CH2:3][C:4]1[CH:9]=[CH:8][CH:7]=[CH:6][C:5]=1[N+:10]([O-:12])=[O:11].[NH2:13][CH:14]1[CH2:19][CH2:18][N:17]([CH2:20][C:21]2[CH:26]=[CH:25][CH:24]=[CH:23][CH:22]=2)[CH2:16][CH2:15]1.